Dataset: Full USPTO retrosynthesis dataset with 1.9M reactions from patents (1976-2016). Task: Predict the reactants needed to synthesize the given product. (1) Given the product [CH2:15]([O:17][C:18]([C@@H:20]1[CH2:22][C@H:21]1[C:23]1[CH:28]=[CH:27][C:26]([NH:29][CH2:41][C:40]2[CH:43]=[CH:44][CH:45]=[C:38]([O:31][C:32]3[CH:37]=[CH:36][CH:35]=[CH:34][CH:33]=3)[CH:39]=2)=[CH:25][C:24]=1[Cl:30])=[O:19])[CH3:16], predict the reactants needed to synthesize it. The reactants are: C(O[BH-](OC(=O)C)OC(=O)C)(=O)C.[Na+].[CH2:15]([O:17][C:18]([C@@H:20]1[CH2:22][C@H:21]1[C:23]1[CH:28]=[CH:27][C:26]([NH2:29])=[CH:25][C:24]=1[Cl:30])=[O:19])[CH3:16].[O:31]([C:38]1[CH:39]=[C:40]([CH:43]=[CH:44][CH:45]=1)[CH:41]=O)[C:32]1[CH:37]=[CH:36][CH:35]=[CH:34][CH:33]=1.C(OCC)(=O)C. (2) Given the product [CH2:1]([O:3][C:4]([C:6]1[C:7]2[CH:18]=[C:17]([CH2:19][C:20]3[CH:25]=[CH:24][CH:23]=[CH:22][CH:21]=3)[CH:16]=[C:15]([OH:26])[C:8]=2[S:9][C:10]=1[NH2:11])=[O:5])[CH3:2], predict the reactants needed to synthesize it. The reactants are: [CH2:1]([O:3][C:4]([C:6]1[C:7]2[CH:18]=[C:17]([CH2:19][C:20]3[CH:25]=[CH:24][CH:23]=[CH:22][CH:21]=3)[CH:16]=[C:15]([OH:26])[C:8]=2[S:9][C:10]=1[NH:11]C(=O)C)=[O:5])[CH3:2].OS(O)(=O)=O. (3) Given the product [Cl:44][C:41]1[CH:42]=[CH:43][C:38]([C:23]2[N:22]=[C:21]([N:6]3[CH2:7][C:4]([NH:3][CH2:1][CH3:2])([C:8]([NH2:10])=[O:9])[CH2:5]3)[N:26]3[C:27](=[O:30])[NH:28][N:29]=[C:25]3[C:24]=2[C:31]2[CH:36]=[CH:35][C:34]([Cl:37])=[CH:33][CH:32]=2)=[CH:39][CH:40]=1, predict the reactants needed to synthesize it. The reactants are: [CH2:1]([NH:3][C:4]1([C:8]([NH2:10])=[O:9])[CH2:7][NH:6][CH2:5]1)[CH3:2].C(N(CC)C(C)C)(C)C.Cl[C:21]1[N:26]2[C:27](=[O:30])[NH:28][N:29]=[C:25]2[C:24]([C:31]2[CH:36]=[CH:35][C:34]([Cl:37])=[CH:33][CH:32]=2)=[C:23]([C:38]2[CH:43]=[CH:42][C:41]([Cl:44])=[CH:40][CH:39]=2)[N:22]=1. (4) Given the product [CH:1]1([CH2:4][CH2:5][N:6]2[C:11](=[O:12])[C:10]([C:36]([NH:35][CH2:38][C:39]([OH:41])=[O:40])=[O:37])=[C:9]([OH:13])[N:8]([C:14]3[CH:19]=[CH:18][C:17]([C:20]4[S:21][CH:22]=[CH:23][CH:24]=4)=[CH:16][CH:15]=3)[C:7]2=[O:25])[CH2:3][CH2:2]1, predict the reactants needed to synthesize it. The reactants are: [CH:1]1([CH2:4][CH2:5][N:6]2[C:11](=[O:12])[CH2:10][C:9](=[O:13])[N:8]([C:14]3[CH:19]=[CH:18][C:17]([C:20]4[S:21][CH:22]=[CH:23][CH:24]=4)=[CH:16][CH:15]=3)[C:7]2=[O:25])[CH2:3][CH2:2]1.C(N(C(C)C)CC)(C)C.[N:35]([CH2:38][C:39]([O:41]CC)=[O:40])=[C:36]=[O:37]. (5) Given the product [C:1]1([S:7]([N:10]2[C:14]3=[N:15][CH:16]=[CH:17][CH:18]=[C:13]3[CH:12]=[C:11]2[C:19]([C:21]2[CH:22]=[CH:23][C:24]([S:27][CH3:28])=[CH:25][CH:26]=2)=[O:20])(=[O:9])=[O:8])[CH:2]=[CH:3][CH:4]=[CH:5][CH:6]=1, predict the reactants needed to synthesize it. The reactants are: [C:1]1([S:7]([N:10]2[C:14]3=[N:15][CH:16]=[CH:17][CH:18]=[C:13]3[CH:12]=[C:11]2[CH:19]([C:21]2[CH:26]=[CH:25][C:24]([S:27][CH3:28])=[CH:23][CH:22]=2)[OH:20])(=[O:9])=[O:8])[CH:6]=[CH:5][CH:4]=[CH:3][CH:2]=1.CC(OI1(OC(C)=O)(OC(C)=O)OC(=O)C2C=CC=CC1=2)=O.